Binary Classification. Given a miRNA mature sequence and a target amino acid sequence, predict their likelihood of interaction. From a dataset of Experimentally validated miRNA-target interactions with 360,000+ pairs, plus equal number of negative samples. (1) The miRNA is ath-miR1888a with sequence UAAGUUAAGAUUUGUGAAGAA. The protein sequence of the target gene is MAAAAPVAADDDERRRRPGAALEDSRSQEGANGEAESGELSRLRAELAGALAEMETMKAVAEVSESTKAEAVAAVQRQCQEEVASLQAILKDSISSYEAQITALKQERQQQQQDCEEKERELGRLKQLLSRAYPLDSLEKQMEKAHEDSEKLREIVLPMEKEIEELKAKLLRAEELIQEIQRRPRHAPSLHGSTELLPLSRDPSPPLEPLEELSGDGGPAAEAFAHNCDDSASISSFSLGGGVGSSSSLPQSRQGLSPEQEETASLVSTGTLVPEGIYLPPPGYQLVPDTQWEQLQTEGR.... Result: 0 (no interaction). (2) The miRNA is hsa-miR-449a with sequence UGGCAGUGUAUUGUUAGCUGGU. Result: 0 (no interaction). The protein sequence of the target gene is MSVSVHENRKSRASSGSINIYLFHKSSYADSVLTHLNLLRQQRLFTDVLLHAGNRTFPCHRAVLAACSRYFEAMFSGGLKESQDSEVNFDNSIHPEVLELLLDYAYSSRVIINEENAESLLEAGDMLEFQDIRDACAEFLEKNLHPTNCLGMLLLSDAHQCTKLYELSWRMCLSNFQTIRKNEDFLQLPQDMVVQLLSSEELETEDERLVYESAINWISYDLKKRYCYLPELLQTVRLALLPAIYLMENVAMEELITKQRKSKEIVEEAIRCKLKILQNDGVVTSLCARPRKTGHALFLL.... (3) The miRNA is hsa-miR-1229-3p with sequence CUCUCACCACUGCCCUCCCACAG. The protein sequence of the target gene is MENAGGAEGTESGAAACAATDGPTRRAGADSGYAGFWRPWVDAGGKKEEETPNHAAEAMPDGPGMTAASGKLYQFRHPVRLFWPKSKCYDYLYQEAEALLKNFPIQATISFYEDSDSEDEIEDLTCEN. Result: 0 (no interaction). (4) The miRNA is hsa-miR-6770-5p with sequence UGAGAAGGCACAGCUUGCACGUGA. The protein sequence of the target gene is MAGPAWISKVSRLLGAFHNPKQVTRGFTGGVQTVTLIPGDGIGPEISAAVMKIFDAAKAPIQWEERNVTAIQGPGGKWMIPSEAKESMDKNKMGLKGPLKTPIAAGHPSMNLLLRKTFDLYANVRPCVSIEGYKTPYTDVNIVTIRENTEGEYSGIEHVIVDGVVQSIKLITEGASKRIAEFAFEYARNNHRSNVTAVHKANIMRMSDGLFLQKCREVAESCKDIKFNEMYLDTVCLNMVQDPSQFDVLVMPNLYGDILSDLCAGLIGGLGVTPSGNIGANGVAIFESVHGTAPDIAGKD.... Result: 1 (interaction). (5) The miRNA is mmu-miR-5129-5p with sequence AUGUGGGGGCAUUGGUAUUUUC. The protein sequence of the target gene is MTTLLWVFVTLRVITAAVTVETSDHDNSLSVSIPQPSPLRVLLGTSLTIPCYFIDPMHPVTTAPSTAPLAPRIKWSRVSKEKEVVLLVATEGRVRVNSAYQDKVSLPNYPAIPSDATLEVQSLRSNDSGVYRCEVMHGIEDSEATLEVVVKGIVFHYRAISTRYTLDFDRAQRACLQNSAIIATPEQLQAAYEDGFHQCDAGWLADQTVRYPIHTPREGCYGDKDEFPGVRTYGIRDTNETYDVYCFAEEMEGEVFYATSPEKFTFQEAANECRRLGARLATTGQLYLAWQAGMDMCSAG.... Result: 0 (no interaction). (6) The miRNA is hsa-miR-548u with sequence CAAAGACUGCAAUUACUUUUGCG. The protein sequence of the target gene is MWIQVRTIDGSKTCTIEDVSRKATIEELRERVWALFDVRPECQRLFYRGKQLENGYTLFDYDVGLNDIIQLLVRPDPDHLPGTSTQIEAKPCSNSPPKVKKAPRVGPSNQPSTSARARLIDPGFGIYKVNELVDARDVGLGAWFEAHIHSVTRASDGQSRGKTPLKNGSSCKRTNGNIKHKSKENTNKLDSVPSTSNSDCVAADEDVIYHIQYDEYPESGTLEMNVKDLRPRARTILKWNELNVGDVVMVNYNVESPGQRGFWFDAEITTLKTISRTKKELRVKIFLGGSEGTLNDCKII.... Result: 0 (no interaction). (7) The miRNA is mmu-miR-1198-5p with sequence UAUGUGUUCCUGGCUGGCUUGG. The protein sequence of the target gene is MATSDVKPKSISRAKKWSEEIENLYRFQQAGYRDEIEYKQVKQVAMVDRWPETGYVKKLQRRDNTFFYYNKERECEDKEVHKVKVYVY. Result: 0 (no interaction). (8) The miRNA is hsa-miR-5195-3p with sequence AUCCAGUUCUCUGAGGGGGCU. The protein sequence of the target gene is MMPGQIPDPSVTTGSLPGLGPLTGLPSSALTVEELKYADIRNLGAMIAPLHFLEVKLGKRPQPVKSELDEEEERRKRRREKNKVAAARCRNKKKERTEFLQRESERLELMNAELKTQIEELKQERQQLILMLNRHRPTCIVRTDSVKTPESEGNPLLEQLEKK. Result: 0 (no interaction). (9) The miRNA is hsa-miR-491-5p with sequence AGUGGGGAACCCUUCCAUGAGG. The protein sequence of the target gene is MAAAEVPVPSGYFTQIKEQKLKPGDLEEEKEEDGVQRVEAQEGVVKEVEAENSCLLLEARAPVESDRRILTLQTVHLESQDVHLQGLGWLSVPHSEELSGTVPEAEGILQLPSVLWLDPEPQLSLQHCVTVSIPEELYPPEELQRIHFHLLRENVLMAEENPELTPDLDESTALKKPEEDEKDQLPPQGETDKREERLLLLEMKPKEGKDDEIVLTISHLSLEEQQDPPAANQTSVPGAKAAKPKRRRQTKGKPQSFQCDTCPFTSSKLSTFNRHIKIHSNERPHLCHLCLKAFRTVTLL.... Result: 0 (no interaction). (10) The miRNA is hsa-miR-1245b-5p with sequence UAGGCCUUUAGAUCACUUAAA. Result: 0 (no interaction). The protein sequence of the target gene is MSEADQALVGPKADEPSPPAEEKDEGGGKEAAADAAPGPSASFRLMVTRREPAVKLQYAVSGLEPLSWSEDHRVSVSTARSVAVLELICDVHNPGQDLVIHRTSVPAPLNSCLLKVGSKTEVAECKEKFASSKDPTISQTFMLDRMFNPEGKALPPMRGFKYTSWSPMGCDANGRCLLAALTMDNRLTVQVNLNRLQWVQLVDLTEIYGDRLYETSYRLSKNEAPEGNLGDFAEFQRRHSMQTPVRMEWSSICTTQQVKHNNECRDVSSVLLAVLFENGNIAVWQFQLPFVGKESISSCN....